From a dataset of Catalyst prediction with 721,799 reactions and 888 catalyst types from USPTO. Predict which catalyst facilitates the given reaction. Reactant: Cl[C:2]1[C:11]2=[N:12][N:13](CC3C=CC(OC)=CC=3)[CH:14]=[C:10]2[C:9]2[CH:8]=[C:7]([O:24][CH3:25])[C:6]([O:26][CH3:27])=[CH:5][C:4]=2[N:3]=1.[CH3:28][N:29]1[CH2:34][CH2:33][N:32]([C:35]2[CH:41]=[CH:40][C:38]([NH2:39])=[CH:37][CH:36]=2)[CH2:31][CH2:30]1.Cl. Product: [CH3:27][O:26][C:6]1[C:7]([O:24][CH3:25])=[CH:8][C:9]2[C:10]3[C:11](=[N:12][NH:13][CH:14]=3)[C:2]([NH:39][C:38]3[CH:37]=[CH:36][C:35]([N:32]4[CH2:31][CH2:30][N:29]([CH3:28])[CH2:34][CH2:33]4)=[CH:41][CH:40]=3)=[N:3][C:4]=2[CH:5]=1. The catalyst class is: 71.